From a dataset of Full USPTO retrosynthesis dataset with 1.9M reactions from patents (1976-2016). Predict the reactants needed to synthesize the given product. (1) Given the product [F:40][C:39]([F:42])([F:41])[C:37]([OH:43])=[O:38].[O:35]=[C:34]1[C:18]2[C:19]3[C:20](=[C:21]([C:25]4[CH:30]=[CH:29][CH:28]=[CH:27][CH:26]=4)[NH:22][C:23]=3[CH:24]=[C:16]([NH:15][C:14]([CH:11]3[CH2:10][CH2:9][NH:8][CH2:13][CH2:12]3)=[O:36])[CH:17]=2)[CH:31]=[N:32][NH:33]1, predict the reactants needed to synthesize it. The reactants are: C(OC([N:8]1[CH2:13][CH2:12][CH:11]([C:14](=[O:36])[NH:15][C:16]2[CH:17]=[C:18]3[C:34](=[O:35])[NH:33][N:32]=[CH:31][C:20]4=[C:21]([C:25]5[CH:30]=[CH:29][CH:28]=[CH:27][CH:26]=5)[NH:22][C:23]([CH:24]=2)=[C:19]34)[CH2:10][CH2:9]1)=O)(C)(C)C.[C:37]([OH:43])([C:39]([F:42])([F:41])[F:40])=[O:38]. (2) The reactants are: Br[C:2]1[C:7]([O:8]CCCC=C)=[CH:6][CH:5]=[CH:4][N:3]=1.C1C=CC(P([C:27]2[CH:32]=[CH:31]C=CC=2)C2C=CC=CC=2)=CC=1.[CH3:33]C([O-])=O.[K+].[CH3:38][CH2:39][O:40][C:41]([CH3:43])=O. Given the product [C:32]([C:4]1[N:3]=[C:2]2[C:7](=[O:8])[CH2:6][CH2:38][CH2:39][O:40][C:41]2=[CH:43][CH:5]=1)([CH3:31])([CH3:27])[CH3:33], predict the reactants needed to synthesize it. (3) Given the product [Cl:14][C:11]1[CH:12]=[C:13]2[C:8](=[CH:9][CH:10]=1)[NH:7][C:6](=[O:15])[N:5]([CH2:16][C:17]([F:20])([F:19])[F:18])[C:4]2([CH2:1][CH2:2][CH3:3])[C:21]([F:23])([F:24])[F:22], predict the reactants needed to synthesize it. The reactants are: [CH2:1]([C:4]1([C:21]([F:24])([F:23])[F:22])[C:13]2[C:8](=[CH:9][CH:10]=[C:11]([Cl:14])[CH:12]=2)[NH:7][C:6](=[O:15])[N:5]1[CH2:16][C:17]([F:20])([F:19])[F:18])[CH:2]=[CH2:3].